This data is from Reaction yield outcomes from USPTO patents with 853,638 reactions. The task is: Predict the reaction yield, written as a fraction of the theoretical maximum amount of product (1.0 means a 100% yield; for example, 0.34 means a 34% yield). The reactants are Br[C:2]1[C:10]2[C:5](=[N:6][CH:7]=[CH:8][N:9]=2)[S:4][C:3]=1[C:11]([NH:13][C:14]1[CH:19]=[C:18]([NH:20][C:21](=[O:33])[C:22]2[CH:27]=[CH:26][CH:25]=[C:24]([C:28]([C:31]#[N:32])([CH3:30])[CH3:29])[CH:23]=2)[CH:17]=[CH:16][C:15]=1[CH3:34])=[O:12].[CH2:35]([Sn](CCCC)(CCCC)C=C)[CH2:36]CC. The catalyst is C1(C)C=CC=CC=1.Cl[Pd](Cl)([P](C1C=CC=CC=1)(C1C=CC=CC=1)C1C=CC=CC=1)[P](C1C=CC=CC=1)(C1C=CC=CC=1)C1C=CC=CC=1. The product is [C:31]([C:28]([C:24]1[CH:23]=[C:22]([CH:27]=[CH:26][CH:25]=1)[C:21]([NH:20][C:18]1[CH:17]=[CH:16][C:15]([CH3:34])=[C:14]([NH:13][C:11]([C:3]2[S:4][C:5]3=[N:6][CH:7]=[CH:8][N:9]=[C:10]3[C:2]=2[CH:35]=[CH2:36])=[O:12])[CH:19]=1)=[O:33])([CH3:30])[CH3:29])#[N:32]. The yield is 0.101.